Dataset: Full USPTO retrosynthesis dataset with 1.9M reactions from patents (1976-2016). Task: Predict the reactants needed to synthesize the given product. (1) Given the product [NH2:6][C:7]1[N:12]=[C:11]([NH:13][CH2:14][CH2:15][NH:16][C:17]2[CH:22]=[CH:21][C:20]([NH:23][C:24](=[O:27])[CH2:25][N:2]([CH2:3][CH2:4][OH:5])[CH3:1])=[C:19]([C:28]3[CH:33]=[CH:32][C:31]([Cl:34])=[CH:30][C:29]=3[Cl:35])[CH:18]=2)[CH:10]=[CH:9][C:8]=1[N+:36]([O-:38])=[O:37], predict the reactants needed to synthesize it. The reactants are: [CH3:1][NH:2][CH2:3][CH2:4][OH:5].[NH2:6][C:7]1[N:12]=[C:11]([NH:13][CH2:14][CH2:15][NH:16][C:17]2[CH:22]=[CH:21][C:20]([NH:23][C:24](=[O:27])[CH2:25]Br)=[C:19]([C:28]3[CH:33]=[CH:32][C:31]([Cl:34])=[CH:30][C:29]=3[Cl:35])[CH:18]=2)[CH:10]=[CH:9][C:8]=1[N+:36]([O-:38])=[O:37]. (2) Given the product [NH2:21][C@H:22]([C:23](=[O:29])[N:24]1[CH2:28][CH2:27][CH2:26][CH2:25]1)[CH2:30][C:31]1[CH:36]=[CH:35][C:34]([C:37]2[CH:42]=[CH:41][C:40]([O:1][CH2:2][CH:3]3[CH2:4][CH2:5][N:6]([C:9](=[O:14])[CH2:10][CH:11]([CH3:12])[CH3:13])[CH2:7][CH2:8]3)=[N:39][CH:38]=2)=[CH:33][C:32]=1[F:44], predict the reactants needed to synthesize it. The reactants are: [OH:1][CH2:2][CH:3]1[CH2:8][CH2:7][N:6]([C:9](=[O:14])[CH2:10][CH:11]([CH3:13])[CH3:12])[CH2:5][CH2:4]1.C(OC(=O)[NH:21][C@@H:22]([CH2:30][C:31]1[CH:36]=[CH:35][C:34]([C:37]2[CH:38]=[N:39][C:40](F)=[CH:41][CH:42]=2)=[CH:33][C:32]=1[F:44])[C:23](=[O:29])[N:24]1[CH2:28][CH2:27][CH2:26][CH2:25]1)(C)(C)C.